Dataset: B-cell epitopes from IEDB database with 3,159 antigens for binding position prediction. Task: Token-level Classification. Given an antigen amino acid sequence, predict which amino acid positions are active epitope sites capable of antibody binding. Output is a list of indices for active positions. (1) The epitope positions are: [487, 488, 489, 490, 491, 492, 493]. The amino acids at these positions are: TWFGAYA. Given the antigen sequence: MELNHFELLYKTSKQKPVGVEEPVYDTAGRPLFGNPSEVHPQSTLKLPHDRGRGDIRTTLRDLPRKGDCRSGNHLGPVSGIYIKPGPVYYQDYTGPVYHRAPLEFFDEAQFCEVTKRIGRVTGSDGKLYHIYVCVDGCILLKLAKRGTPRTLKWIRNFTNCPLWVTSCSDDGASGSKDKKPDRMNKGKLKIAPREHEKDSKTKPPDATIVVEGVKYQIKKKGKVKGKNTQDGLYHNKNKPPESRKKLEKALLAWAVITILLYQPVAAENITQWNLSDNGTNGIQRAMYLRGVNRSLHGIWPEKICKGVPTHLATDTELKEIRGMMDASERTNYTCCRLQRHEWNKHGWCNWYNIDPWIQLMNRTQTNLTEGPPDKECAVTCRYDKNTDVNVVTQARNRPTTLTGCKKGKNFSFAGTVIEGPCNFNVSVEDILYGDHECGSLLQDTALYLLDGMTNTIENARQGAARVTSWLGRQLSTAGKKLERRSKTWFGAYALSPYCN..., which amino acid positions are active epitope sites? (2) The epitope positions are: [127, 128, 129, 130, 131, 132, 133, 134, 135, 136, 137, 138, 139, 140, 141, 142, 143, 144, 145, 146]. The amino acids at these positions are: VKDVTDKTGGGVQVTDSTTG. Given the antigen sequence: MTSVNSAEAITGAGGGGSNSVKSMWSEGATFTANSVTCTFSRQFLIPYDPEHHYKVFSPAASSCHNASGKEAKVCTISPIMGYSTPWRYLDFNALNLFFSPLEFQHLIEKYGSIAPDALTVTISEIAVKDVTDKTGGGVQVTDSTTGRLCMLVDHEYKYPYVLGQGQDTLAPELPIWVYFPPQYAYLSVGDVNTQGISGDSKKLASEESAFYVLEHSSFQLLGTGGSASMSYKFPAVPPENLEGCSQHFYEMYNPLYGSCLGVPHTLGGDPKFRSLTHEDHAIQPQNFMPWPLVNSVSTNEGDSSNTGAGKALTGLRKGTSQNTRISLRPGPVSQPYHHWDTDKYVTGINAISHGQTTYGNAEDKEYHQGVGRFPNEKEQLKQLQGLNMHTYFPNKGTQQYTDQIERPLMVGSVWNRRALHYESQLWSKIPNLDDSFKTQFAALGGWGLHQPPPQIFLKILPQSGPIGGIKSMGITTLVQYAVGIRTVTMTFKLGPRKAT..., which amino acid positions are active epitope sites? (3) Given the antigen sequence: MKVRGTQMNWPNLWKWGILILGLGIICSASNLWVTVYYGVPVWKEADTTLFCASDAKAYHPEVHNVWATHACVPTDPNPQEINLVNVTENFNVWKNNMVEQMQEDITSLWDQSLKPCVKLTPLCVTLNCTDLNSSNSNSSSSNSSIVSEMKGEIKNCSFNMTTVLRDKKQKVHALFYRLDVVQISNDSQYRLINCNTSAITQACPKVTFEPIPIHYCAPAGFAILKCNDKEFSGKGPCKNVSTVQCTHGIKPVVSTQLLLNGSLAEGNIVIRSENILDNAKTIIVQLDKPVEINCTRPNNNTRTSVRIGPGQSFYYAGGIIGDIRQANCKVNGTKWNQTLQKVATQLREYFNNSTIIFANSTGGDIEITTHSFNCGGEFFYCNTTTLFNSTWDTNSTWNTSISSTGSNDTITIPCRIKQIVNMWQRVGQAMYAPPIRGKIQCKSNITGLLLTRDGGGDNRTNETFRPEGGNMKDNWRSELYKYKVVKLEPLGVAPTQARR..., which amino acid positions are active epitope sites? The epitope positions are: [666, 667, 668, 669, 670, 671, 672, 673]. The amino acids at these positions are: WNWFDITN. (4) Given the antigen sequence: MALLTAAARLLGTKNASCLVLAARHASASSTNLKDILADLIPKEQARIKTFRQQHGKTVVGQITVDMMYGGMRGMKGLVYETSVLDPDEGIRFRGFSIPECQKLLPKAKGGEEPLPEGLFWLLVTGCIPTEEQVSWLSKEWAKRAALPSHVVTMLDNFPTNLHPMSQLSAAVTALNSESNFAQAYARGISRTKYWELIYEDSVDLIAKLPCVAAKIYRNLYWEGSGIGAIDSNLDWSHNFTNMLGYTDHQFTELMRLYLTIHSDHEGGNVSAHTSHLVGSALSDPYLSFAAAMNGLAGPLHGLANQEVLVWLTQLQKEVGKDVSDEKLRDYIWNTLNSGRVVPGYGHAVLRKTDPRYTCQREFALKHLPNDPMFKLVAQLYKIVPNVLLEQGKAKNPWPNVDAHSGVLLQYYGMTEMNYYTVLFGVSRALGVLAQLIWSRALGFPLERPKSMSTEGLMKFVDSKSG, which amino acid positions are active epitope sites? The epitope positions are: [451, 452, 453, 454, 455, 456, 457, 458, 459, 460]. The amino acids at these positions are: MSTEGLMKFV.